From a dataset of Full USPTO retrosynthesis dataset with 1.9M reactions from patents (1976-2016). Predict the reactants needed to synthesize the given product. (1) Given the product [CH3:35][C:36]1[CH:41]=[C:40]([N+:42]([O-:44])=[O:43])[CH:39]=[C:38]([CH3:45])[C:37]=1[N:46]1[CH:51]=[CH:50][CH:49]=[C:48]([CH:52]=[CH2:53])[C:47]1=[O:54].[CH3:18][C:9]1[CH:10]=[C:11]([N+:15]([O-:17])=[O:16])[CH:12]=[C:13]([CH3:14])[C:8]=1[N:4]1[CH:5]=[CH:6][CH:7]=[C:2]([CH2:48][CH2:47][OH:54])[C:3]1=[O:19], predict the reactants needed to synthesize it. The reactants are: Br[C:2]1[C:3](=[O:19])[N:4]([C:8]2[C:13]([CH3:14])=[CH:12][C:11]([N+:15]([O-:17])=[O:16])=[CH:10][C:9]=2[CH3:18])[CH:5]=[CH:6][CH:7]=1.C(C([Sn])=C(CCCC)CCCC)CCC.[CH3:35][C:36]1[CH:41]=[C:40]([N+:42]([O-:44])=[O:43])[CH:39]=[C:38]([CH3:45])[C:37]=1[N:46]1[CH:51]=[CH:50][CH:49]=[C:48]([CH:52]=[CH2:53])[C:47]1=[O:54]. (2) The reactants are: [NH:1]1[C:5]2=[N:6][CH:7]=[CH:8][CH:9]=[C:4]2[C:3]([C:10]2[N:11]=[C:12]([NH2:15])[S:13][CH:14]=2)=[CH:2]1.[C:16]1([CH2:22][C:23](O)=[O:24])[CH:21]=[CH:20][CH:19]=[CH:18][CH:17]=1.C(N(CC)CC)C. Given the product [C:16]1([CH2:22][C:23]([NH:15][C:12]2[S:13][CH:14]=[C:10]([C:3]3[C:4]4[C:5](=[N:6][CH:7]=[CH:8][CH:9]=4)[NH:1][CH:2]=3)[N:11]=2)=[O:24])[CH:21]=[CH:20][CH:19]=[CH:18][CH:17]=1, predict the reactants needed to synthesize it. (3) The reactants are: [H-].C([Al+]CC(C)C)C(C)C.[CH2:11]([N:13]1[CH2:18][CH2:17][N:16]([C:19]([C:21]2[CH:26]=[CH:25][C:24]([C:27]3[NH:47][C:30]4[N:31]=[CH:32][N:33]=[C:34]([O:35][C:36]5[C:37]([F:46])=[C:38]6[C:42](=[CH:43][CH:44]=5)[NH:41][C:40]([CH3:45])=[CH:39]6)[C:29]=4[CH:28]=3)=[CH:23][CH:22]=2)=O)[CH2:15][CH2:14]1)[CH3:12].[NH4+].[Cl-].[O-]S([O-])(=O)=O.[Na+].[Na+]. Given the product [CH2:11]([N:13]1[CH2:14][CH2:15][N:16]([CH2:19][C:21]2[CH:26]=[CH:25][C:24]([C:27]3[NH:47][C:30]4[N:31]=[CH:32][N:33]=[C:34]([O:35][C:36]5[C:37]([F:46])=[C:38]6[C:42](=[CH:43][CH:44]=5)[NH:41][C:40]([CH3:45])=[CH:39]6)[C:29]=4[CH:28]=3)=[CH:23][CH:22]=2)[CH2:17][CH2:18]1)[CH3:12], predict the reactants needed to synthesize it. (4) Given the product [C:1]([O:5][C:6](=[O:28])[NH:7][C:8]1[CH:13]=[CH:12][C:11]([C:14]2[CH:19]=[CH:18][C:17]([O:20][C:21]([F:24])([F:23])[F:22])=[CH:16][CH:15]=2)=[CH:10][C:9]=1[NH2:25])([CH3:4])([CH3:2])[CH3:3], predict the reactants needed to synthesize it. The reactants are: [C:1]([O:5][C:6](=[O:28])[NH:7][C:8]1[CH:13]=[CH:12][C:11]([C:14]2[CH:19]=[CH:18][C:17]([O:20][C:21]([F:24])([F:23])[F:22])=[CH:16][CH:15]=2)=[CH:10][C:9]=1[N+:25]([O-])=O)([CH3:4])([CH3:3])[CH3:2]. (5) Given the product [CH:1]1([CH:4]([C:11]2[CH:16]=[CH:15][CH:14]=[C:13]([CH2:17][O:18][C:19]3[CH:20]=[N:21][C:22]([C:40]4[CH:41]=[C:42]([O:45][CH:46]5[CH2:51][CH2:50][CH2:49][CH2:48][O:47]5)[CH:43]=[CH:44][C:39]=4[F:38])=[C:23]([CH2:25][C:26]([CH3:27])([CH3:29])[CH3:28])[CH:24]=3)[CH:12]=2)[CH2:5][C:6]([O:8][CH2:9][CH3:10])=[O:7])[CH2:2][CH2:3]1, predict the reactants needed to synthesize it. The reactants are: [CH:1]1([CH:4]([C:11]2[CH:16]=[CH:15][CH:14]=[C:13]([CH2:17][O:18][C:19]3[CH:20]=[N:21][C:22](OS(C(F)(F)F)(=O)=O)=[C:23]([CH2:25][C:26]([CH3:29])([CH3:28])[CH3:27])[CH:24]=3)[CH:12]=2)[CH2:5][C:6]([O:8][CH2:9][CH3:10])=[O:7])[CH2:3][CH2:2]1.[F:38][C:39]1[CH:44]=[CH:43][C:42]([O:45][CH:46]2[CH2:51][CH2:50][CH2:49][CH2:48][O:47]2)=[CH:41][C:40]=1B1OC(C)(C)C(C)(C)O1.C(=O)([O-])[O-].[Na+].[Na+].O.